From a dataset of Full USPTO retrosynthesis dataset with 1.9M reactions from patents (1976-2016). Predict the reactants needed to synthesize the given product. (1) Given the product [CH3:1][O:2][C:3](=[O:16])[CH:4]=[CH:5][C:6]1[CH:11]=[CH:10][CH:9]=[C:8]([S:12](=[O:14])(=[O:13])[NH:25][C:21]2[CH:22]=[CH:23][CH:24]=[C:19]([O:18][CH3:17])[CH:20]=2)[CH:7]=1, predict the reactants needed to synthesize it. The reactants are: [CH3:1][O:2][C:3](=[O:16])[CH:4]=[CH:5][C:6]1[CH:11]=[CH:10][CH:9]=[C:8]([S:12](Cl)(=[O:14])=[O:13])[CH:7]=1.[CH3:17][O:18][C:19]1[CH:20]=[C:21]([NH2:25])[CH:22]=[CH:23][CH:24]=1.C([O-])(O)=O.[Na+]. (2) The reactants are: [CH3:1][N:2]1[C:6]2[CH:7]=[C:8]([C:11]3[NH:15][N:14]=[C:13]([NH2:16])[CH:12]=3)[CH:9]=[CH:10][C:5]=2[N:4]=[CH:3]1.CN1C2C=CC(C3NN=C(N)C=3)=CC=2N=C1.[O:33]1[CH2:35][CH:34]1[CH2:36][N:37]1[CH2:46][CH2:45][C:44]2[C:39](=[CH:40][CH:41]=[CH:42][CH:43]=2)[CH2:38]1.CCN(C(C)C)C(C)C. Given the product [CH2:38]1[C:39]2[C:44](=[CH:43][CH:42]=[CH:41][CH:40]=2)[CH2:45][CH2:46][N:37]1[CH2:36][CH:34]([OH:33])[CH2:35][NH:16][C:13]1[CH:12]=[C:11]([C:8]2[CH:9]=[CH:10][C:5]3[N:4]=[CH:3][N:2]([CH3:1])[C:6]=3[CH:7]=2)[NH:15][N:14]=1, predict the reactants needed to synthesize it. (3) Given the product [Si:33]([O:16][C@H:9]1[C:10]2[C:15](=[CH:14][CH:13]=[CH:12][CH:11]=2)[C@H:6]([NH:5][C:3](=[O:4])[C:2]([F:17])([F:18])[F:1])[CH2:7][CH2:8]1)([C:29]([CH3:32])([CH3:31])[CH3:30])([C:40]1[CH:41]=[CH:42][CH:43]=[CH:44][CH:45]=1)[C:34]1[CH:39]=[CH:38][CH:37]=[CH:36][CH:35]=1, predict the reactants needed to synthesize it. The reactants are: [F:1][C:2]([F:18])([F:17])[C:3]([NH:5][C@H:6]1[C:15]2[C:10](=[CH:11][CH:12]=[CH:13][CH:14]=2)[C@H:9]([OH:16])[CH2:8][CH2:7]1)=[O:4].N1C=CN=C1.CN(C=O)C.[C:29]([Si:33](Cl)([C:40]1[CH:45]=[CH:44][CH:43]=[CH:42][CH:41]=1)[C:34]1[CH:39]=[CH:38][CH:37]=[CH:36][CH:35]=1)([CH3:32])([CH3:31])[CH3:30]. (4) The reactants are: [Cl:1][C:2]1[CH:7]=[CH:6][C:5]([NH2:8])=[CH:4][C:3]=1[CH2:9][O:10][C:11]1[CH:12]=[N:13][C:14](F)=[CH:15][CH:16]=1. Given the product [NH2:8][C:5]1[CH:6]=[CH:7][C:2]([Cl:1])=[C:3]([CH:4]=1)[CH2:9][O:10][C:11]1[CH:16]=[CH:15][C:14]([NH:13][CH2:12][CH2:11][OH:10])=[N:13][CH:12]=1, predict the reactants needed to synthesize it. (5) Given the product [F:30][C:31]1[C:36]([F:37])=[CH:35][CH:34]=[CH:33][C:32]=1[C:2]1[C:3]([C:24]2[CH:29]=[CH:28][N:27]=[CH:26][CH:25]=2)=[N:4][N:5]2[C:10]([CH:11]3[CH2:12][CH:13]4[N:18]([C:19]([O:21][CH2:22][CH3:23])=[O:20])[CH:16]([CH2:15][CH2:14]4)[CH2:17]3)=[CH:9][CH:8]=[N:7][C:6]=12, predict the reactants needed to synthesize it. The reactants are: I[C:2]1[C:3]([C:24]2[CH:29]=[CH:28][N:27]=[CH:26][CH:25]=2)=[N:4][N:5]2[C:10]([CH:11]3[CH2:17][CH:16]4[N:18]([C:19]([O:21][CH2:22][CH3:23])=[O:20])[CH:13]([CH2:14][CH2:15]4)[CH2:12]3)=[CH:9][CH:8]=[N:7][C:6]=12.[F:30][C:31]1[C:36]([F:37])=[CH:35][CH:34]=[CH:33][C:32]=1B(O)O. (6) The reactants are: Br[CH2:2][C:3]1[C:11]2[C:10](=[O:12])[C:9]([C:13](=[O:17])[CH:14]([CH3:16])[CH3:15])=[CH:8][N:7]([CH2:18][C:19]3[C:24]([F:25])=[CH:23][CH:22]=[CH:21][C:20]=3[F:26])[C:6]=2[S:5][C:4]=1[C:27]1[CH:32]=[CH:31][C:30]([N+:33]([O-:35])=[O:34])=[CH:29][CH:28]=1.C(N(C(C)C)C(C)C)C.[CH3:45][NH:46][CH2:47][C:48]1[CH:53]=[CH:52][CH:51]=[CH:50][CH:49]=1.C(=O)([O-])[O-].[K+].[K+]. Given the product [CH2:47]([N:46]([CH2:2][C:3]1[C:11]2[C:10](=[O:12])[C:9]([C:13](=[O:17])[CH:14]([CH3:16])[CH3:15])=[CH:8][N:7]([CH2:18][C:19]3[C:24]([F:25])=[CH:23][CH:22]=[CH:21][C:20]=3[F:26])[C:6]=2[S:5][C:4]=1[C:27]1[CH:32]=[CH:31][C:30]([N+:33]([O-:35])=[O:34])=[CH:29][CH:28]=1)[CH3:45])[C:48]1[CH:53]=[CH:52][CH:51]=[CH:50][CH:49]=1, predict the reactants needed to synthesize it.